From a dataset of HIV replication inhibition screening data with 41,000+ compounds from the AIDS Antiviral Screen. Binary Classification. Given a drug SMILES string, predict its activity (active/inactive) in a high-throughput screening assay against a specified biological target. The molecule is CCOC(=O)C(=O)Nc1cccc(Cl)c1C. The result is 0 (inactive).